From a dataset of Catalyst prediction with 721,799 reactions and 888 catalyst types from USPTO. Predict which catalyst facilitates the given reaction. (1) Reactant: [Cl:1][C:2]1[C:10]2[C:5](=[CH:6][CH:7]=[C:8]([C:11]#[N:12])[CH:9]=2)[NH:4][CH:3]=1.[CH2:13]([O:15][C:16](=[O:20])[CH2:17][CH2:18]Br)[CH3:14].C(=O)([O-])[O-].[Cs+].[Cs+].CN(C=O)C. Product: [Cl:1][C:2]1[C:10]2[C:5](=[CH:6][CH:7]=[C:8]([C:11]#[N:12])[CH:9]=2)[N:4]([CH2:18][CH2:17][C:16]([O:15][CH2:13][CH3:14])=[O:20])[CH:3]=1. The catalyst class is: 27. (2) Reactant: Cl[C:2]1[C:11]2[CH:12]=[CH:13][N:14]=[C:15]([O:16][CH2:17][CH3:18])[C:10]=2[C:9]2[C:4](=[CH:5][CH:6]=[N:7][CH:8]=2)[N:3]=1.Cl[C:20]1[C:29]2[CH:30]=[CH:31][N:32]=[C:33]([Cl:34])[C:28]=2[C:27]2[C:22](=[CH:23][CH:24]=[N:25][CH:26]=2)[N:21]=1.[Cl:35][C:36]1[CH:42]=[C:41]([F:43])[CH:40]=[C:39]([F:44])[C:37]=1[NH2:38].CC(C)([O-])C.[Na+]. Product: [Cl:35][C:36]1[CH:42]=[C:41]([F:43])[CH:40]=[C:39]([F:44])[C:37]=1[NH:38][C:2]1[C:11]2[CH:12]=[CH:13][N:14]=[C:15]([O:16][CH2:17][CH3:18])[C:10]=2[C:9]2[C:4](=[CH:5][CH:6]=[N:7][CH:8]=2)[N:3]=1.[Cl:34][C:33]1[C:28]2[C:27]3[C:22](=[CH:23][CH:24]=[N:25][CH:26]=3)[N:21]=[C:20]([NH:38][C:37]3[C:39]([F:44])=[CH:40][C:41]([F:43])=[CH:42][C:36]=3[Cl:35])[C:29]=2[CH:30]=[CH:31][N:32]=1. The catalyst class is: 1. (3) Reactant: [F:1][C:2]1[C:11]2[O:10][CH2:9][CH:8]([CH2:12]OS(C3C=CC(C)=CC=3)(=O)=O)[O:7][C:6]=2[CH:5]=[C:4]([S:24]([CH3:27])(=[O:26])=[O:25])[CH:3]=1.[NH2:28][CH2:29][CH2:30][OH:31]. Product: [F:1][C:2]1[C:11]2[O:10][CH2:9][CH:8]([CH2:12][NH:28][CH2:29][CH2:30][OH:31])[O:7][C:6]=2[CH:5]=[C:4]([S:24]([CH3:27])(=[O:25])=[O:26])[CH:3]=1. The catalyst class is: 10. (4) Reactant: [Cl:1][C:2]1[CH:11]=[C:10]2[C:5]([CH:6]=[C:7]([C:25]#[N:26])[N:8]=[C:9]2[O:12][C@H:13]2[CH2:17][CH2:16][N:15]([C:18]([O:20][C:21]([CH3:24])([CH3:23])[CH3:22])=[O:19])[CH2:14]2)=[CH:4][CH:3]=1.[NH2:27][NH2:28].O. Product: [Cl:1][C:2]1[CH:11]=[C:10]2[C:5]([CH:6]=[C:7]([C:25]([NH:27][NH2:28])=[NH:26])[N:8]=[C:9]2[O:12][C@H:13]2[CH2:17][CH2:16][N:15]([C:18]([O:20][C:21]([CH3:23])([CH3:22])[CH3:24])=[O:19])[CH2:14]2)=[CH:4][CH:3]=1. The catalyst class is: 5. (5) Reactant: [NH2:1][C:2]1[CH:11]=[CH:10][C:9]2[C:4](=[C:5]([O:12][CH2:13][CH2:14][O:15][C:16]3[C:17]([N:22]4[CH2:27][CH2:26][N:25]([C:28]([O:30][C:31]([CH3:34])([CH3:33])[CH3:32])=[O:29])[CH2:24][CH2:23]4)=[N:18][CH:19]=[CH:20][N:21]=3)[CH:6]=[CH:7][CH:8]=2)[N:3]=1.[CH3:35][C:36](OC(C)=O)=[O:37]. Product: [C:36]([NH:1][C:2]1[CH:11]=[CH:10][C:9]2[C:4](=[C:5]([O:12][CH2:13][CH2:14][O:15][C:16]3[C:17]([N:22]4[CH2:23][CH2:24][N:25]([C:28]([O:30][C:31]([CH3:34])([CH3:33])[CH3:32])=[O:29])[CH2:26][CH2:27]4)=[N:18][CH:19]=[CH:20][N:21]=3)[CH:6]=[CH:7][CH:8]=2)[N:3]=1)(=[O:37])[CH3:35]. The catalyst class is: 17.